From a dataset of Reaction yield outcomes from USPTO patents with 853,638 reactions. Predict the reaction yield, written as a fraction of the theoretical maximum amount of product (1.0 means a 100% yield; for example, 0.34 means a 34% yield). (1) The yield is 0.580. The reactants are [F:1][C:2]([F:36])([F:35])[C:3]1[CH:4]=[C:5]([CH:28]=[C:29]([C:31]([F:34])([F:33])[F:32])[CH:30]=1)[CH2:6][N:7]1[CH2:14][CH2:13][CH2:12][O:11][C:10]2[N:15]=[C:16](Cl)[CH:17]=[C:18]([C:19]3[CH:24]=[CH:23][CH:22]=[CH:21][C:20]=3[CH3:25])[C:9]=2[C:8]1=[O:27].C(OC([N:44]1[CH2:49][CH2:48][NH:47][CH2:46][CH2:45]1)=O)(C)(C)C.[CH3:50][S:51](Cl)(=[O:53])=[O:52]. No catalyst specified. The product is [F:1][C:2]([F:36])([F:35])[C:3]1[CH:4]=[C:5]([CH:28]=[C:29]([C:31]([F:34])([F:33])[F:32])[CH:30]=1)[CH2:6][N:7]1[CH2:14][CH2:13][CH2:12][O:11][C:10]2[N:15]=[C:16]([N:47]3[CH2:48][CH2:49][N:44]([S:51]([CH3:50])(=[O:53])=[O:52])[CH2:45][CH2:46]3)[CH:17]=[C:18]([C:19]3[CH:24]=[CH:23][CH:22]=[CH:21][C:20]=3[CH3:25])[C:9]=2[C:8]1=[O:27]. (2) The reactants are C[O:2][C:3]([C:5]1[S:6][C:7]([C:27]2[CH:32]=[CH:31][CH:30]=[CH:29][CH:28]=2)=[CH:8][C:9]=1[N:10]([CH:20]1[CH2:25][CH2:24][CH:23]([OH:26])[CH2:22][CH2:21]1)[C:11]([CH:13]1[CH2:18][CH2:17][CH:16]([CH3:19])[CH2:15][CH2:14]1)=[O:12])=[O:4].[H-].[Na+].I[CH3:36]. The catalyst is C1COCC1.[I-].C([N+](CCCC)(CCCC)CCCC)CCC. The product is [CH3:36][O:26][CH:23]1[CH2:24][CH2:25][CH:20]([N:10]([C:11]([CH:13]2[CH2:18][CH2:17][CH:16]([CH3:19])[CH2:15][CH2:14]2)=[O:12])[C:9]2[CH:8]=[C:7]([C:27]3[CH:28]=[CH:29][CH:30]=[CH:31][CH:32]=3)[S:6][C:5]=2[C:3]([OH:2])=[O:4])[CH2:21][CH2:22]1. The yield is 0.180. (3) The reactants are C(OC([N:8]1[CH2:13][CH2:12][CH:11]([CH:14]([NH:17][S:18]([C:21]2[S:22][C:23]([Cl:26])=[CH:24][CH:25]=2)(=[O:20])=[O:19])[CH2:15][OH:16])[CH2:10][CH2:9]1)=O)(C)(C)C.FC(F)(F)C(O)=O. The catalyst is ClCCl. The product is [Cl:26][C:23]1[S:22][C:21]([S:18]([NH:17][C@@H:14]([CH:11]2[CH2:10][CH2:9][NH:8][CH2:13][CH2:12]2)[CH2:15][OH:16])(=[O:19])=[O:20])=[CH:25][CH:24]=1. The yield is 0.110. (4) The product is [CH3:1][O:2][C:3]1[CH:28]=[C:27]([O:29][CH3:30])[CH:26]=[CH:25][C:4]=1[CH2:5][N:6]([C:19]1[CH:24]=[CH:23][N:22]=[CH:21][N:20]=1)[S:7]([C:10]1[CH:15]=[C:14]([F:16])[C:13]([O:42][C@H:37]2[CH2:38][CH2:39][CH2:40][CH2:41][C@@H:36]2[N:31]2[CH:35]=[CH:34][N:33]=[CH:32]2)=[CH:12][C:11]=1[F:18])(=[O:8])=[O:9]. The yield is 0.910. The reactants are [CH3:1][O:2][C:3]1[CH:28]=[C:27]([O:29][CH3:30])[CH:26]=[CH:25][C:4]=1[CH2:5][N:6]([C:19]1[CH:24]=[CH:23][N:22]=[CH:21][N:20]=1)[S:7]([C:10]1[CH:15]=[C:14]([F:16])[C:13](F)=[CH:12][C:11]=1[F:18])(=[O:9])=[O:8].[N:31]1([C@H:36]2[CH2:41][CH2:40][CH2:39][CH2:38][C@@H:37]2[OH:42])[CH:35]=[CH:34][N:33]=[CH:32]1.[H-].[Na+]. The catalyst is CN(C=O)C. (5) The reactants are [C:1]([C:5]1[CH:6]=[C:7]([NH:11][C:12](=[O:20])[C:13]2[CH:18]=[CH:17][CH:16]=[N:15][C:14]=2Cl)[CH:8]=[CH:9][CH:10]=1)([CH3:4])([CH3:3])[CH3:2].[F:21][C:22]1[CH:23]=[C:24](B(O)O)[CH:25]=[CH:26][CH:27]=1.C1(C)C=CC=CC=1.C(=O)([O-])[O-].[K+].[K+]. The catalyst is O.CCOC(C)=O.C1C=CC([P]([Pd]([P](C2C=CC=CC=2)(C2C=CC=CC=2)C2C=CC=CC=2)([P](C2C=CC=CC=2)(C2C=CC=CC=2)C2C=CC=CC=2)[P](C2C=CC=CC=2)(C2C=CC=CC=2)C2C=CC=CC=2)(C2C=CC=CC=2)C2C=CC=CC=2)=CC=1. The product is [C:1]([C:5]1[CH:6]=[C:7]([NH:11][C:12](=[O:20])[C:13]2[CH:18]=[CH:17][CH:16]=[N:15][C:14]=2[C:26]2[CH:25]=[CH:24][CH:23]=[C:22]([F:21])[CH:27]=2)[CH:8]=[CH:9][CH:10]=1)([CH3:4])([CH3:3])[CH3:2]. The yield is 0.990. (6) The reactants are [CH3:1][C:2]1[O:3][C:4]([C:15]2[CH:20]=[CH:19][CH:18]=[CH:17][CH:16]=2)=[CH:5][C:6]=1[CH:7]([CH:9]1[CH2:14][CH2:13][O:12][CH2:11][CH2:10]1)O.S(Cl)([Cl:23])=O. The catalyst is C1(C)C=CC=CC=1. The product is [Cl:23][CH:7]([C:6]1[CH:5]=[C:4]([C:15]2[CH:20]=[CH:19][CH:18]=[CH:17][CH:16]=2)[O:3][C:2]=1[CH3:1])[CH:9]1[CH2:14][CH2:13][O:12][CH2:11][CH2:10]1. The yield is 1.00. (7) The product is [N+:20]([C:11]1[CH:10]=[C:6]2[C:5](=[CH:13][CH:12]=1)[C:4](=[O:14])[NH:8][C:7]2=[O:9])([O-:22])=[O:21]. The yield is 0.613. No catalyst specified. The reactants are [Cl-].[Cl-].[Ca+2].[C:4]1(=[O:14])[NH:8][C:7](=[O:9])[C:6]2=[CH:10][CH:11]=[CH:12][CH:13]=[C:5]12.S(=O)(=O)(O)O.[N+:20]([O-])([OH:22])=[O:21]. (8) The reactants are [NH2:1][C:2]1[CH:3]=[C:4]([CH2:8][C:9]#[N:10])[CH:5]=[CH:6][CH:7]=1.[C:11](Cl)(=[O:13])[CH3:12]. No catalyst specified. The product is [C:9]([CH2:8][C:4]1[CH:3]=[C:2]([NH:1][C:11](=[O:13])[CH3:12])[CH:7]=[CH:6][CH:5]=1)#[N:10]. The yield is 0.850.